Dataset: Peptide-MHC class I binding affinity with 185,985 pairs from IEDB/IMGT. Task: Regression. Given a peptide amino acid sequence and an MHC pseudo amino acid sequence, predict their binding affinity value. This is MHC class I binding data. (1) The peptide sequence is PPSGKGGNY. The MHC is HLA-B15:01 with pseudo-sequence HLA-B15:01. The binding affinity (normalized) is 0.0847. (2) The peptide sequence is MAPEKVDF. The MHC is Mamu-A01 with pseudo-sequence Mamu-A01. The binding affinity (normalized) is 0.419. (3) The peptide sequence is LAYFPVFRFLNGS. The MHC is HLA-B58:01 with pseudo-sequence HLA-B58:01. The binding affinity (normalized) is 0.0851. (4) The peptide sequence is IQDEIVAAY. The MHC is HLA-A02:01 with pseudo-sequence HLA-A02:01. The binding affinity (normalized) is 0.0847. (5) The peptide sequence is VIPMFSAL. The MHC is HLA-B51:01 with pseudo-sequence HLA-B51:01. The binding affinity (normalized) is 0.